This data is from TCR-epitope binding with 47,182 pairs between 192 epitopes and 23,139 TCRs. The task is: Binary Classification. Given a T-cell receptor sequence (or CDR3 region) and an epitope sequence, predict whether binding occurs between them. (1) The epitope is VLAWLYAAV. The TCR CDR3 sequence is CASSLVGLAGEWGNIQYF. Result: 0 (the TCR does not bind to the epitope). (2) The epitope is AIMTRCLAV. The TCR CDR3 sequence is CASSLEARQETQYF. Result: 0 (the TCR does not bind to the epitope). (3) The epitope is SLYNTVATL. The TCR CDR3 sequence is CSVPGGSQETNEKLFF. Result: 0 (the TCR does not bind to the epitope). (4) The epitope is NLSALGIFST. The TCR CDR3 sequence is CASSSLETQYF. Result: 1 (the TCR binds to the epitope).